From a dataset of Catalyst prediction with 721,799 reactions and 888 catalyst types from USPTO. Predict which catalyst facilitates the given reaction. (1) Reactant: [CH3:1][C:2](C)([O-])C.[K+].[CH3:7][N:8]([CH3:23])[CH:9]=[CH:10][C:11]([C:13]1[CH:14]=[C:15]([NH:19][C:20](=[O:22])[CH3:21])[CH:16]=[CH:17][CH:18]=1)=[O:12].C(I)C.CCCCCC. Product: [CH3:23][N:8]([CH3:7])[CH:9]=[CH:10][C:11]([C:13]1[CH:14]=[C:15]([N:19]([CH2:1][CH3:2])[C:20](=[O:22])[CH3:21])[CH:16]=[CH:17][CH:18]=1)=[O:12]. The catalyst class is: 204. (2) Reactant: Br[C:2]1[CH:3]=[C:4]([CH:7]=[C:8]([O:10][C:11]([F:14])([F:13])[F:12])[CH:9]=1)[CH:5]=[O:6].[B:15]1([B:15]2[O:20][CH2:19][C:18]([CH3:22])([CH3:21])[CH2:17][O:16]2)[O:20][CH2:19][C:18]([CH3:22])([CH3:21])[CH2:17][O:16]1.C(O[K])(C)=O.O. Product: [F:12][C:11]([F:14])([F:13])[O:10][C:8]1[CH:7]=[C:4]([CH:3]=[C:2]([B:15]2[O:20][CH2:19][C:18]([CH3:22])([CH3:21])[CH2:17][O:16]2)[CH:9]=1)[CH:5]=[O:6]. The catalyst class is: 418. (3) Reactant: Cl.F[C:3]1[CH:8]=[C:7]([I:9])[C:6]([F:10])=[CH:5][N:4]=1.[O:11]1CCOCC1. The catalyst class is: 6. Product: [F:10][C:6]1[C:7]([I:9])=[CH:8][C:3](=[O:11])[NH:4][CH:5]=1. (4) The catalyst class is: 15. Reactant: [CH2:1]([NH:3][N:4]=[CH:5][C:6](=[O:8])[CH3:7])[CH3:2].[C:9]([C:13]1[CH:18]=[CH:17][C:16]([C:19](=O)[CH:20]=[O:21])=[CH:15][CH:14]=1)([CH3:12])([CH3:11])[CH3:10]. Product: [C:9]([C:13]1[CH:18]=[CH:17][C:16]([C:19]2[N:3]([CH2:1][CH3:2])[N:4]=[C:5]([C:6](=[O:8])[CH3:7])[C:20]=2[OH:21])=[CH:15][CH:14]=1)([CH3:12])([CH3:11])[CH3:10].